Binary Classification. Given a T-cell receptor sequence (or CDR3 region) and an epitope sequence, predict whether binding occurs between them. From a dataset of TCR-epitope binding with 47,182 pairs between 192 epitopes and 23,139 TCRs. The epitope is KTSVDCTMYI. The TCR CDR3 sequence is CASSAPQGNEQFF. Result: 1 (the TCR binds to the epitope).